Dataset: Reaction yield outcomes from USPTO patents with 853,638 reactions. Task: Predict the reaction yield, written as a fraction of the theoretical maximum amount of product (1.0 means a 100% yield; for example, 0.34 means a 34% yield). (1) The reactants are [CH2:1]([C@@:5]1([CH2:31][CH3:32])[NH:11][C@H:10]([C:12]2[CH:17]=[CH:16][CH:15]=[CH:14][CH:13]=2)[C:9]2[CH:18]=[C:19]([O:27][CH3:28])[C:20]([CH2:22][CH2:23][C:24](O)=[O:25])=[CH:21][C:8]=2[S:7](=[O:30])(=[O:29])[CH2:6]1)[CH2:2][CH2:3][CH3:4].CCN(C(C)C)C(C)C.CN(C(ON1N=NC2C=CC=NC1=2)=[N+](C)C)C.F[P-](F)(F)(F)(F)F.[NH2:66][CH:67]([CH2:74][C:75]([O:77][CH2:78][CH3:79])=[O:76])[CH2:68][C:69]([O:71][CH2:72][CH3:73])=[O:70]. The catalyst is C(Cl)Cl. The product is [CH2:1]([C@@:5]1([CH2:31][CH3:32])[NH:11][C@H:10]([C:12]2[CH:13]=[CH:14][CH:15]=[CH:16][CH:17]=2)[C:9]2[CH:18]=[C:19]([O:27][CH3:28])[C:20]([CH2:22][CH2:23][C:24]([NH:66][CH:67]([CH2:68][C:69]([O:71][CH2:72][CH3:73])=[O:70])[CH2:74][C:75]([O:77][CH2:78][CH3:79])=[O:76])=[O:25])=[CH:21][C:8]=2[S:7](=[O:29])(=[O:30])[CH2:6]1)[CH2:2][CH2:3][CH3:4]. The yield is 0.960. (2) The yield is 0.990. The reactants are C([O:7][CH2:8][C:9]([F:15])([F:14])[S:10]([O-:13])(=[O:12])=[O:11])(=O)C(C)(C)C.[C:16]1([S+:22]([C:29]2[CH:34]=[CH:33][CH:32]=[CH:31][CH:30]=2)[C:23]2[CH:28]=[CH:27][CH:26]=[CH:25][CH:24]=2)[CH:21]=[CH:20][CH:19]=[CH:18][CH:17]=1.C[O-].[Na+].Cl. The product is [F:14][C:9]([F:15])([S:10]([O-:13])(=[O:12])=[O:11])[CH2:8][OH:7].[C:29]1([S+:22]([C:16]2[CH:17]=[CH:18][CH:19]=[CH:20][CH:21]=2)[C:23]2[CH:28]=[CH:27][CH:26]=[CH:25][CH:24]=2)[CH:30]=[CH:31][CH:32]=[CH:33][CH:34]=1. The catalyst is CO. (3) The product is [B:2]([OH:3])([OH:1])[C@@H:9]([NH:14][C:15]([C@@H:16]([NH:24][C:25]([C:27]1[CH:32]=[N:31][CH:30]=[CH:29][N:28]=1)=[O:26])[CH2:17][C:18]1[CH:19]=[CH:20][CH:21]=[CH:22][CH:23]=1)=[O:33])[CH2:10][CH:11]([CH3:13])[CH3:12]. The catalyst is CO. The yield is 0.823. The reactants are [O:1]1CCNCC[O:3][B:2]1[C@@H:9]([NH:14][C:15](=[O:33])[C@@H:16]([NH:24][C:25]([C:27]1[CH:32]=[N:31][CH:30]=[CH:29][N:28]=1)=[O:26])[CH2:17][C:18]1[CH:23]=[CH:22][CH:21]=[CH:20][CH:19]=1)[CH2:10][CH:11]([CH3:13])[CH3:12].Cl. (4) The reactants are [NH2:1][C:2]1[CH:3]=[C:4]([CH:21]=[CH:22][C:23]=1[CH2:24][CH3:25])[O:5][C:6]1[CH:7]=[CH:8][C:9]2[N:10]([CH:12]=[C:13]([NH:15][C:16]([CH:18]3[CH2:20][CH2:19]3)=[O:17])[N:14]=2)[N:11]=1.[CH3:26][N:27]1[C:31]([C:32](Cl)=[O:33])=[CH:30][C:29]([CH3:35])=[N:28]1.[OH-].[Na+]. The catalyst is CN1CCCC1=O. The product is [CH:18]1([C:16]([NH:15][C:13]2[N:14]=[C:9]3[CH:8]=[CH:7][C:6]([O:5][C:4]4[CH:21]=[CH:22][C:23]([CH2:24][CH3:25])=[C:2]([NH:1][C:32]([C:31]5[N:27]([CH3:26])[N:28]=[C:29]([CH3:35])[CH:30]=5)=[O:33])[CH:3]=4)=[N:11][N:10]3[CH:12]=2)=[O:17])[CH2:20][CH2:19]1. The yield is 0.610. (5) The reactants are [F:1][C:2]1[C:3](/[C:12](/I)=[CH:13]/[C:14](=O)[C:15]2[NH:16][CH:17]=[CH:18][CH:19]=2)=[C:4]2[C:8](=[CH:9][CH:10]=1)[NH:7][C:6](=[O:11])[CH2:5]2.[NH2:22][CH2:23][CH2:24][CH2:25][NH2:26].[H-].[Na+]. No catalyst specified. The product is [NH2:22][CH2:23][CH2:24][CH2:25][NH:26][C:12]1[CH:13]=[C:14]([C:15]2[NH:16][CH:17]=[CH:18][CH:19]=2)[C:5]2[C:6](=[O:11])[NH:7][C:8]3[C:4]=2[C:3]=1[C:2]([F:1])=[CH:10][CH:9]=3. The yield is 0.260.